Predict the reactants needed to synthesize the given product. From a dataset of Full USPTO retrosynthesis dataset with 1.9M reactions from patents (1976-2016). (1) Given the product [Cl:1][C:2]1[N:11]=[CH:10][C:9]2[N:8]([CH2:12][C:13]([NH:44][C:45]([C:46]#[N:47])([CH3:49])[CH3:48])=[O:15])[CH2:7][C@@H:6]3[CH2:16][O:17][CH2:18][CH2:19][N:5]3[C:4]=2[N:3]=1, predict the reactants needed to synthesize it. The reactants are: [Cl:1][C:2]1[N:11]=[CH:10][C:9]2[N:8]([CH2:12][C:13]([OH:15])=O)[CH2:7][C@@H:6]3[CH2:16][O:17][CH2:18][CH2:19][N:5]3[C:4]=2[N:3]=1.CN(C(ON1N=NC2C=CC=NC1=2)=[N+](C)C)C.F[P-](F)(F)(F)(F)F.[NH2:44][C:45]([CH3:49])([CH3:48])[C:46]#[N:47].C(N(CC)CC)C. (2) The reactants are: [F:1][C:2]1[CH:7]=[CH:6][C:5]([CH2:8][C:9]([OH:11])=[O:10])=[CH:4][CH:3]=1.Cl.[CH3:13]O. Given the product [CH3:13][O:10][C:9](=[O:11])[CH2:8][C:5]1[CH:4]=[CH:3][C:2]([F:1])=[CH:7][CH:6]=1, predict the reactants needed to synthesize it. (3) Given the product [CH3:1][CH:2]1[CH2:5][N:4]([C:6]2[CH:7]=[CH:8][C:9]([NH2:12])=[N:10][CH:11]=2)[CH2:3]1, predict the reactants needed to synthesize it. The reactants are: [CH3:1][CH:2]1[CH2:5][N:4]([C:6]2[CH:7]=[CH:8][C:9]([N+:12]([O-])=O)=[N:10][CH:11]=2)[CH2:3]1.